This data is from Full USPTO retrosynthesis dataset with 1.9M reactions from patents (1976-2016). The task is: Predict the reactants needed to synthesize the given product. (1) Given the product [CH2:31]([O:30][C:28]([C:5]1[S:6][C:7]([C:8]2[C:17]3[C:12](=[CH:13][CH:14]=[CH:15][CH:16]=3)[C:11]([S:18](=[O:27])(=[O:26])[NH:19][C@@H:20]([CH3:25])[C:21]([F:22])([F:23])[F:24])=[CH:10][CH:9]=2)=[C:3]([C:2]([OH:45])=[O:1])[N:4]=1)=[O:29])[CH3:32], predict the reactants needed to synthesize it. The reactants are: [OH:1][CH2:2][C:3]1[N:4]=[C:5]([C:28]([O:30][CH2:31][CH3:32])=[O:29])[S:6][C:7]=1[C:8]1[C:17]2[C:12](=[CH:13][CH:14]=[CH:15][CH:16]=2)[C:11]([S:18](=[O:27])(=[O:26])[NH:19][C@@H:20]([CH3:25])[C:21]([F:24])([F:23])[F:22])=[CH:10][CH:9]=1.BrC1C2C(=CC=CC=2)C(S(N[C@@H](C)C(F)(F)F)(=O)=[O:45])=CC=1.CC1(C)N([O])C(C)(C)CCC1.C(O)(=O)C.C(O)(=O)C.IC1C=CC=CC=1. (2) Given the product [CH3:21][N:18]1[C:16]2[N:17]=[C:12]([N:8]3[CH2:9][CH2:10][CH:5]([S:2]([CH3:1])(=[O:4])=[O:3])[CH2:6][CH2:7]3)[NH:13][C:14](=[O:22])[C:15]=2[CH:20]=[N:19]1, predict the reactants needed to synthesize it. The reactants are: [CH3:1][S:2]([CH:5]1[CH2:10][CH2:9][NH:8][CH2:7][CH2:6]1)(=[O:4])=[O:3].Cl[C:12]1[NH:13][C:14](=[O:22])[C:15]2[CH:20]=[N:19][N:18]([CH3:21])[C:16]=2[N:17]=1.